Dataset: Full USPTO retrosynthesis dataset with 1.9M reactions from patents (1976-2016). Task: Predict the reactants needed to synthesize the given product. (1) Given the product [Cl:19][CH2:1][C:2]1[N:3]=[C:4]([N:8]2[CH2:13][CH2:12][CH:11]([C:14]([O:16][CH2:17][CH3:18])=[O:15])[CH2:10][CH2:9]2)[S:5][C:6]=1[CH3:7], predict the reactants needed to synthesize it. The reactants are: [CH3:1][C:2]1[N:3]=[C:4]([N:8]2[CH2:13][CH2:12][CH:11]([C:14]([O:16][CH2:17][CH3:18])=[O:15])[CH2:10][CH2:9]2)[S:5][C:6]=1[CH3:7].[Cl:19]N1C(=O)CCC1=O.C(=O)([O-])O.[Na+]. (2) The reactants are: [N:1]1[C:10]2[C:5](=[CH:6][CH:7]=[CH:8][CH:9]=2)[CH:4]=[C:3]([NH2:11])[CH:2]=1.[C:12]([O:16][C:17]([N:19]1[CH2:24][CH2:23][C:22](=O)[CH2:21][CH2:20]1)=[O:18])([CH3:15])([CH3:14])[CH3:13].C(O)(=O)C.ClC(Cl)C.C(O[BH-](OC(=O)C)OC(=O)C)(=O)C.[Na+]. Given the product [C:12]([O:16][C:17]([N:19]1[CH2:24][CH2:23][CH:22]([NH:11][C:3]2[CH:2]=[N:1][C:10]3[C:5]([CH:4]=2)=[CH:6][CH:7]=[CH:8][CH:9]=3)[CH2:21][CH2:20]1)=[O:18])([CH3:15])([CH3:13])[CH3:14], predict the reactants needed to synthesize it. (3) The reactants are: [Br:1][C:2]1[CH:6]=[C:5]([C:7]2[O:12][C:11](=[O:13])[C:10]3[CH:14]=[C:15]([C:19]#[N:20])[CH:16]=[C:17]([CH3:18])[C:9]=3[N:8]=2)[N:4]([C:21]2[C:26]([Cl:27])=[CH:25][CH:24]=[CH:23][N:22]=2)[N:3]=1.CCOCC.[CH3:33][CH:34]([CH:36]1[CH2:38][CH2:37]1)[NH2:35]. Given the product [Br:1][C:2]1[CH:6]=[C:5]([C:7]([NH:8][C:9]2[C:17]([CH3:18])=[CH:16][C:15]([C:19]#[N:20])=[CH:14][C:10]=2[C:11]([NH:35][CH:34]([CH:36]2[CH2:38][CH2:37]2)[CH3:33])=[O:13])=[O:12])[N:4]([C:21]2[C:26]([Cl:27])=[CH:25][CH:24]=[CH:23][N:22]=2)[N:3]=1, predict the reactants needed to synthesize it. (4) The reactants are: [Si]([O:8][C@@H:9]([CH3:36])[C@@H:10]([NH:24][C:25]1[C:33]2[CH:32]=[CH:31][S:30][C:29]=2[C:28]([C:34]#[N:35])=[CH:27][CH:26]=1)[C:11]1[O:12][C:13]([C:16]2[CH:21]=[CH:20][C:19]([C:22]#[N:23])=[CH:18][CH:17]=2)=[N:14][N:15]=1)(C(C)(C)C)(C)C.CCCC[N+](CCCC)(CCCC)CCCC.[F-]. Given the product [C:22]([C:19]1[CH:20]=[CH:21][C:16]([C:13]2[O:12][C:11]([C@H:10]([NH:24][C:25]3[C:33]4[CH:32]=[CH:31][S:30][C:29]=4[C:28]([C:34]#[N:35])=[CH:27][CH:26]=3)[C@@H:9]([OH:8])[CH3:36])=[N:15][N:14]=2)=[CH:17][CH:18]=1)#[N:23], predict the reactants needed to synthesize it.